Predict the product of the given reaction. From a dataset of Forward reaction prediction with 1.9M reactions from USPTO patents (1976-2016). (1) Given the reactants Cl.[CH3:2][NH:3][O:4][CH3:5].[Cl:6][C:7]1[N:11]([CH3:12])[N:10]=[CH:9][C:8]=1[C:13]([OH:15])=O.Cl.CN(C)CCCN=C=NCC.O.ON1C2C=CC=CC=2N=N1, predict the reaction product. The product is: [Cl:6][C:7]1[N:11]([CH3:12])[N:10]=[CH:9][C:8]=1[C:13]([N:3]([O:4][CH3:5])[CH3:2])=[O:15]. (2) Given the reactants [N:1]([CH2:4][C@H:5]([NH2:13])[CH2:6][C:7]1[CH:12]=[CH:11][CH:10]=[CH:9][CH:8]=1)=[N+:2]=[N-:3].O[C:15]1[C:23]2[C:18](=[CH:19][CH:20]=[CH:21][CH:22]=2)[N:17]([CH3:24])[C:16]=1[C:25]([OH:27])=O.C[OH:29], predict the reaction product. The product is: [N:1]([CH2:4][C@H:5]([NH:13][C:25]([C:16]1[N:17]([CH3:24])[C:18]2[C:23]([CH:15]=1)=[C:22]([OH:29])[CH:21]=[CH:20][CH:19]=2)=[O:27])[CH2:6][C:7]1[CH:12]=[CH:11][CH:10]=[CH:9][CH:8]=1)=[N+:2]=[N-:3].